From a dataset of Forward reaction prediction with 1.9M reactions from USPTO patents (1976-2016). Predict the product of the given reaction. (1) The product is: [NH2:41][C:7]1[N:8]=[C:3]([O:2][CH3:1])[C:4]2[C:15]([C:16]3[CH:21]=[CH:20][CH:19]=[CH:18][CH:17]=3)=[C:14]([C:22]3[CH:27]=[CH:26][C:25]([C:28]4([NH:32][C:33](=[O:39])[O:34][C:35]([CH3:38])([CH3:37])[CH3:36])[CH2:31][CH2:30][CH2:29]4)=[CH:24][CH:23]=3)[O:13][C:5]=2[N:6]=1. Given the reactants [CH3:1][O:2][C:3]1[C:4]2[C:15]([C:16]3[CH:21]=[CH:20][CH:19]=[CH:18][CH:17]=3)=[C:14]([C:22]3[CH:27]=[CH:26][C:25]([C:28]4([NH:32][C:33](=[O:39])[O:34][C:35]([CH3:38])([CH3:37])[CH3:36])[CH2:31][CH2:30][CH2:29]4)=[CH:24][CH:23]=3)[O:13][C:5]=2[N:6]=[C:7](S(C)(=O)=O)[N:8]=1.[OH-].[NH4+:41], predict the reaction product. (2) Given the reactants [Cl:1][C:2]1[CH:7]=[C:6]([Cl:8])[CH:5]=[CH:4][C:3]=1[C:9]1[NH:14][C:13](=[O:15])[C:12]([C:16]#[N:17])=[CH:11][C:10]=1[C:18]1[CH:23]=[CH:22][C:21]([Cl:24])=[CH:20][CH:19]=1.C(=O)([O-])[O-].[Cs+].[Cs+].Cl[CH2:32][C:33]([C:35]1[CH:40]=[CH:39][CH:38]=[CH:37][CH:36]=1)=[O:34], predict the reaction product. The product is: [NH2:17][C:16]1[C:12]2[C:13](=[N:14][C:9]([C:3]3[CH:4]=[CH:5][C:6]([Cl:8])=[CH:7][C:2]=3[Cl:1])=[C:10]([C:18]3[CH:19]=[CH:20][C:21]([Cl:24])=[CH:22][CH:23]=3)[CH:11]=2)[O:15][C:32]=1[C:33]([C:35]1[CH:40]=[CH:39][CH:38]=[CH:37][CH:36]=1)=[O:34]. (3) Given the reactants OC(C(F)(F)F)=O.[NH:8]1[CH2:11][CH:10]([NH:12][C:13](=[O:30])[CH2:14][NH:15][C:16]2[C:20]3[CH:21]=[C:22]([O:25][C:26]([F:29])([F:28])[F:27])[CH:23]=[CH:24][C:19]=3[O:18][N:17]=2)[CH2:9]1.[CH:31]([CH:34]1[CH2:39][CH2:38][C:37](=O)[CH2:36][CH2:35]1)([CH3:33])[CH3:32], predict the reaction product. The product is: [CH:31]([CH:34]1[CH2:39][CH2:38][CH:37]([N:8]2[CH2:9][CH:10]([NH:12][C:13](=[O:30])[CH2:14][NH:15][C:16]3[C:20]4[CH:21]=[C:22]([O:25][C:26]([F:28])([F:27])[F:29])[CH:23]=[CH:24][C:19]=4[O:18][N:17]=3)[CH2:11]2)[CH2:36][CH2:35]1)([CH3:33])[CH3:32]. (4) The product is: [CH3:22][O:23][C:1](=[O:6])[CH2:18][C@H:17]([OH:19])[CH2:16][O:15][CH3:14]. Given the reactants [C:1]([OH:6])(CC)(C)C.NC1C=CN=CC=1.[CH3:14][O:15][CH2:16][C@H:17]1[O:19][CH2:18]1.[C]=O.[CH3:22][OH:23], predict the reaction product.